Dataset: Forward reaction prediction with 1.9M reactions from USPTO patents (1976-2016). Task: Predict the product of the given reaction. (1) Given the reactants [Cl:1][C:2]1[C:3]([N:13]2[CH2:18][CH2:17][CH:16]([C:19]([OH:21])=O)[CH2:15][CH2:14]2)=[N:4][CH:5]=[C:6]([C:8]([O:10][CH2:11][CH3:12])=[O:9])[CH:7]=1.CCN=C=NCCCN(C)C.[CH:33]1[CH:34]=[CH:35][C:36]2N(O)N=[N:39][C:37]=2[CH:38]=1.NC1C=CC=CC=1.CCN(C(C)C)C(C)C, predict the reaction product. The product is: [NH:39]([C:19]([CH:16]1[CH2:15][CH2:14][N:13]([C:3]2[C:2]([Cl:1])=[CH:7][C:6]([C:8]([O:10][CH2:11][CH3:12])=[O:9])=[CH:5][N:4]=2)[CH2:18][CH2:17]1)=[O:21])[C:37]1[CH:38]=[CH:33][CH:34]=[CH:35][CH:36]=1. (2) Given the reactants [Cl:1][C:2]1[CH:3]=[C:4]([NH:20][C:21]2[C:22]3[N:29]([CH2:30][CH2:31][CH2:32][NH:33][C:34](=[O:40])[CH2:35][S:36]([CH3:39])(=[O:38])=[O:37])[CH:28]=[CH:27][C:23]=3[N:24]=[CH:25][N:26]=2)[CH:5]=[CH:6][C:7]=1[O:8][C:9]1[CH:14]=[CH:13][CH:12]=[C:11]([O:15][C:16]([F:19])([F:18])[F:17])[CH:10]=1.Cl.Cl.NCCCN1C2C(NC3C=CC(OC4C=CC=C(OC(F)(F)F)C=4)=C(Cl)C=3)=NC=NC=2C=C1.CS(CC(O)=O)(=O)=O.Cl.C(N=C=NCCCN(C)C)C.O.ON1C2C=CC=CC=2N=N1.Cl.C(OCC)(=O)C, predict the reaction product. The product is: [ClH:1].[Cl:1][C:2]1[CH:3]=[C:4]([NH:20][C:21]2[C:22]3[N:29]([CH2:30][CH2:31][CH2:32][NH:33][C:34](=[O:40])[CH2:35][S:36]([CH3:39])(=[O:38])=[O:37])[CH:28]=[CH:27][C:23]=3[N:24]=[CH:25][N:26]=2)[CH:5]=[CH:6][C:7]=1[O:8][C:9]1[CH:14]=[CH:13][CH:12]=[C:11]([O:15][C:16]([F:18])([F:19])[F:17])[CH:10]=1. (3) Given the reactants C1(S([N:10]2[C:14]3=[N:15][CH:16]=[C:17]([F:19])[CH:18]=[C:13]3[CH:12]=[C:11]2[C:20]([C:25]2[CH:30]=[CH:29][C:28]([S:31]([CH3:34])(=[O:33])=[O:32])=[CH:27][CH:26]=2)=[CH:21][CH:22]([CH3:24])[CH3:23])(=O)=O)C=CC=CC=1.[F-].C([N+](CCCC)(CCCC)CCCC)CCC, predict the reaction product. The product is: [F:19][C:17]1[CH:18]=[C:13]2[CH:12]=[C:11]([C:20]([C:25]3[CH:26]=[CH:27][C:28]([S:31]([CH3:34])(=[O:32])=[O:33])=[CH:29][CH:30]=3)=[CH:21][CH:22]([CH3:24])[CH3:23])[NH:10][C:14]2=[N:15][CH:16]=1. (4) Given the reactants [CH3:1][C@H:2]1[C:11]2[N:10]=[C:9]([N:12]3[CH2:17][CH2:16][O:15][CH2:14][CH2:13]3)[CH:8]=[CH:7][C:6]=2[CH2:5][N:4](C(OC(C)(C)C)=O)[CH2:3]1.C(OCC)(=O)C.[ClH:31], predict the reaction product. The product is: [ClH:31].[CH3:1][C@H:2]1[C:11]2[N:10]=[C:9]([N:12]3[CH2:17][CH2:16][O:15][CH2:14][CH2:13]3)[CH:8]=[CH:7][C:6]=2[CH2:5][NH:4][CH2:3]1.